This data is from Catalyst prediction with 721,799 reactions and 888 catalyst types from USPTO. The task is: Predict which catalyst facilitates the given reaction. (1) Reactant: [OH:1][C:2]1[C:3]([S:15](=[O:18])(=[O:17])[NH2:16])=[C:4]([NH:8][C:9](=[O:14])[C:10]([CH3:13])([CH3:12])[CH3:11])[CH:5]=[CH:6][CH:7]=1.CO[CH:21](OC)[N:22]([CH3:24])[CH3:23]. Product: [CH3:21][N:22]([CH3:24])/[CH:23]=[N:16]/[S:15]([C:3]1[C:2]([OH:1])=[CH:7][CH:6]=[CH:5][C:4]=1[NH:8][C:9](=[O:14])[C:10]([CH3:13])([CH3:12])[CH3:11])(=[O:18])=[O:17]. The catalyst class is: 3. (2) Reactant: N1C=CN=C1.Cl.Cl[CH2:8][CH2:9][CH2:10][CH:11]([C:17]1[CH:22]=[CH:21][CH:20]=[CH:19][C:18]=1[C:23]([F:26])([F:25])[F:24])[C:12](=[NH:16])OCC.Cl.Cl.[CH3:29][O:30][C:31]1[N:36]=[C:35](/[CH:37]=[CH:38]/[C:39]([NH:41][NH2:42])=O)[CH:34]=[CH:33][C:32]=1[N:43]1[CH:47]=[C:46]([CH3:48])[N:45]=[CH:44]1.Cl. Product: [CH3:29][O:30][C:31]1[N:36]=[C:35](/[CH:37]=[CH:38]/[C:39]2[N:16]=[C:12]3[CH:11]([C:17]4[CH:22]=[CH:21][CH:20]=[CH:19][C:18]=4[C:23]([F:24])([F:25])[F:26])[CH2:10][CH2:9][CH2:8][N:42]3[N:41]=2)[CH:34]=[CH:33][C:32]=1[N:43]1[CH:47]=[C:46]([CH3:48])[N:45]=[CH:44]1. The catalyst class is: 5. (3) Reactant: Br[C:2]1[CH:3]=[C:4]([CH:7]=[CH:8][C:9]=1[CH:10]1[N:15]([CH3:16])[C:14](=[O:17])[N:13]([C:18]2[CH:23]=[CH:22][CH:21]=[C:20]([C:24]([F:27])([F:26])[F:25])[CH:19]=2)[C:12]2[CH2:28][CH2:29][N:30]([CH3:33])[C:31](=[O:32])[C:11]1=2)[C:5]#[N:6].[C:34]([O-:37])(=[O:36])C.[Na+].[C]=O.[CH3:41]O. Product: [C:5]([C:4]1[CH:7]=[CH:8][C:9]([CH:10]2[N:15]([CH3:16])[C:14](=[O:17])[N:13]([C:18]3[CH:23]=[CH:22][CH:21]=[C:20]([C:24]([F:27])([F:26])[F:25])[CH:19]=3)[C:12]3[CH2:28][CH2:29][N:30]([CH3:33])[C:31](=[O:32])[C:11]2=3)=[C:2]([CH:3]=1)[C:34]([O:37][CH3:41])=[O:36])#[N:6]. The catalyst class is: 140. (4) Reactant: [C:1]([OH:4])(=O)[CH3:2].[CH:5]([NH2:7])=[NH:6].[CH3:8][C:9](C)([CH3:17])[C:10](=O)CC(OC)=O.[CH3:19][O-].[Na+].O. The catalyst class is: 130. Product: [CH3:8][C:9]([C:5]1[N:7]=[C:1]([OH:4])[CH:2]=[CH:19][N:6]=1)([CH3:17])[CH3:10].